Dataset: Experimentally validated miRNA-target interactions with 360,000+ pairs, plus equal number of negative samples. Task: Binary Classification. Given a miRNA mature sequence and a target amino acid sequence, predict their likelihood of interaction. (1) Result: 0 (no interaction). The miRNA is hsa-miR-1233-3p with sequence UGAGCCCUGUCCUCCCGCAG. The protein sequence of the target gene is MKALLLLCCFLASLLLSGQAEVEDASEEAPLRDRSHIDKTLMLNEDKPADDYSAVLQRLRKIYHTSIKPLEQSYKYNELRQHEITDGEITSKPMVLFLGPWSVGKSTMINYLLGLEDTRYQLYTGAEPTTSEFTVLMHGPKLKTIEGIVMAADSARSFSPLEKFGQNFLEKLIGIEVPHKLLERVTFVDTPGIIENRKQQERGYPFNDVCQWFIDRADLIFVVFDPTKLDVGLELEMLFRQLKGRESQIRIILNKADNLATQMLMRVYGALFWSLAPLINVTEPPRVYVSSFWPQDYKPD.... (2) The miRNA is mmu-miR-466p-3p with sequence AUACAUACACGCACACAUAAGA. The protein sequence of the target gene is MAPEQWEATSQVSLTFEDVAVLFTRDEWKKLVPSQRSLYREVMLENYSNLASLGFPFTKPKVISLLQQGEDPWKVEEEGPGGFSLGLKCSQRTTKSTQTQDSSFRELIMRKSKRKEPWNMKSENLSIHEGKLEEKWDVNASTIERSYKSNELSPKSHREKRSSECEKQISYLSNPLGITPDKRYKCSMCEKTFINTSSLRKHEKNHSGEKLFKCKECSKAFSQSSALIQHQITHTGEKPYVCKECGKAFTLSTSLYKHLRTHTVEKSYRCKECGKSFGRRSGLFIHQKVHAGENPYKYNP.... Result: 1 (interaction). (3) The miRNA is hsa-miR-6069 with sequence GGGCUAGGGCCUGCUGCCCCC. The protein sequence of the target gene is MSAGGNARKSTGRPSYYYRLLRRPRLQRQRSRSRSRTRPARESPQERPGSRRSLPGSMSEKNPSMEPSASTPFRVTGFLSRRLKGSIKRTKSQPKLDRNHSFRHILPGFRSAAAAAADNERSHLMPRLKESRSHESLLSPSSAVEALDLSMEEEVIIKPVHSSILGQDYCFEVTTSSGSKCFSCRSAAERDKWMENLRRAVHPNKDNSRRVEHILKLWVIEAKDLPAKKKYLCELCLDDVLYARTTSKLKTDNVFWGEHFEFHNLPPLRTVTVHLYRETDKKKKKERNSYLGLVSLPAAS.... Result: 0 (no interaction).